This data is from Reaction yield outcomes from USPTO patents with 853,638 reactions. The task is: Predict the reaction yield, written as a fraction of the theoretical maximum amount of product (1.0 means a 100% yield; for example, 0.34 means a 34% yield). (1) The reactants are C([O-])([O-])=O.[Na+].[Na+].[CH:7]([C:9]1[CH:10]=[C:11](B(O)O)[CH:12]=[CH:13][CH:14]=1)=[O:8].Br[C:19]1[N:24]=[CH:23][CH:22]=[CH:21][N:20]=1. The catalyst is O.COCCOC.ClCCl.C1C=CC([P]([Pd]([P](C2C=CC=CC=2)(C2C=CC=CC=2)C2C=CC=CC=2)([P](C2C=CC=CC=2)(C2C=CC=CC=2)C2C=CC=CC=2)[P](C2C=CC=CC=2)(C2C=CC=CC=2)C2C=CC=CC=2)(C2C=CC=CC=2)C2C=CC=CC=2)=CC=1. The product is [N:20]1[CH:21]=[CH:22][CH:23]=[N:24][C:19]=1[C:11]1[CH:10]=[C:9]([CH:14]=[CH:13][CH:12]=1)[CH:7]=[O:8]. The yield is 0.630. (2) The reactants are [Br:1][C:2]1[C:3](Cl)=[N:4][C:5](Cl)=[N:6][CH:7]=1.[F:10][C:11]([F:17])([F:16])[CH2:12][CH2:13][CH2:14][OH:15].[F:18][C:19]([F:25])([F:24])S(O)(=O)=O. The catalyst is O. The product is [Br:1][C:2]1[C:3]([O:15][CH2:14][CH2:13][CH2:12][C:19]([F:25])([F:24])[F:18])=[N:4][C:5]([O:15][CH2:14][CH2:13][CH2:12][C:11]([F:17])([F:16])[F:10])=[N:6][CH:7]=1. The yield is 0.340. (3) The reactants are [CH2:1]([O:8][C:9]([NH:11][C:12]([C:24]([O:26]CC)=[O:25])([CH2:18][C:19]([O:21][CH2:22][CH3:23])=[O:20])[C:13]([O:15][CH2:16][CH3:17])=[O:14])=[O:10])[C:2]1[CH:7]=[CH:6][CH:5]=[CH:4][CH:3]=1. The catalyst is P([O-])([O-])([O-])=O.C(O)C. The product is [CH2:1]([O:8][C:9]([NH:11][C@@:12]([C:13]([O:15][CH2:16][CH3:17])=[O:14])([C:24]([OH:26])=[O:25])[CH2:18][C:19]([O:21][CH2:22][CH3:23])=[O:20])=[O:10])[C:2]1[CH:3]=[CH:4][CH:5]=[CH:6][CH:7]=1. The yield is 0.840. (4) The reactants are [CH:1]([C:4]1[CH:9]=[C:8]([CH:10]([CH3:12])[CH3:11])[N:7]=[C:6]([OH:13])[N:5]=1)([CH3:3])[CH3:2].S(=O)(=O)(O)O.[N+:19]([O-])([OH:21])=[O:20].[OH-].[Na+]. The catalyst is C(Cl)(Cl)Cl. The product is [CH:10]([C:8]1[C:9]([N+:19]([O-:21])=[O:20])=[C:4]([CH:1]([CH3:3])[CH3:2])[N:5]=[C:6]([OH:13])[N:7]=1)([CH3:12])[CH3:11]. The yield is 0.490. (5) The reactants are [Cl:1][C:2]1[CH:11]=[CH:10][CH:9]=[C:8]2[C:3]=1[CH:4]=[C:5]([CH:18]([NH2:20])[CH3:19])[C:6]([C:12]1[CH:17]=[CH:16][CH:15]=[CH:14][N:13]=1)=[N:7]2.Br[C:22]1[N:30]=[CH:29][N:28]=[C:27]2[C:23]=1[NH:24][CH:25]=[N:26]2.CCN(C(C)C)C(C)C. The catalyst is C(O)CCC. The product is [Cl:1][C:2]1[CH:11]=[CH:10][CH:9]=[C:8]2[C:3]=1[CH:4]=[C:5]([CH:18]([NH:20][C:22]1[N:30]=[CH:29][N:28]=[C:27]3[C:23]=1[N:24]=[CH:25][NH:26]3)[CH3:19])[C:6]([C:12]1[CH:17]=[CH:16][CH:15]=[CH:14][N:13]=1)=[N:7]2. The yield is 0.690. (6) The reactants are C([SiH](C(C)C)C(C)C)(C)C.FC(F)(F)C(O)=O.[Cl:18][C:19]1[CH:20]=[C:21]([N:26]2[C:30](=[O:31])[O:29][N:28]=[C:27]2[C:32]2[C:36]([NH:37][CH2:38][CH2:39][NH:40]C(C3C=CC=CC=3)(C3C=CC=CC=3)C3C=CC=CC=3)=[N:35][O:34][N:33]=2)[CH:22]=[CH:23][C:24]=1[F:25]. No catalyst specified. The product is [ClH:18].[NH2:40][CH2:39][CH2:38][NH:37][C:36]1[C:32]([C:27]2[N:26]([C:21]3[CH:22]=[CH:23][C:24]([F:25])=[C:19]([Cl:18])[CH:20]=3)[C:30](=[O:31])[O:29][N:28]=2)=[N:33][O:34][N:35]=1. The yield is 0.980.